This data is from Experimentally validated miRNA-target interactions with 360,000+ pairs, plus equal number of negative samples. The task is: Binary Classification. Given a miRNA mature sequence and a target amino acid sequence, predict their likelihood of interaction. (1) The miRNA is hsa-miR-33a-3p with sequence CAAUGUUUCCACAGUGCAUCAC. The protein sequence of the target gene is MDDREDLVYQAKLAEQAERYDEMVESMKKVAGMDVELTVEERNLLSVAYKNVIGARRASWRIISSIEQKEENKGGEDKLKMIREYRQMVETELKLICCDILDVLDKHLIPAANTGESKVFYYKMKGDYHRYLAEFATGNDRKEAAENSLVAYKAASDIAMTELPPTHPIRLGLALNFSVFYYEILNSPDRACRLAKAAFDDAIAELDTLSEESYKDSTLIMQLLRDNLTLWTSDMQGDGEEQNKEALQDVEDENQ. Result: 1 (interaction). (2) The miRNA is hsa-miR-3529-3p with sequence AACAACAAAAUCACUAGUCUUCCA. The protein sequence of the target gene is MEPRAGDGCFLGDVGFWVERTPVHEAAQRGESLQLQQLIDSGACVNQVTVDSITPLHAASLQGQAQCVQLLLAAGAQVDARNIDGSTPLCDACASGSIECVKLLLSYGAKVNPPLYTASPLHEACMSGSSECVRLLIDVGANLEAHDCHFGTPLHVACAREHLDCVKVLLNAGANVNAAKLHETALHHAAKVKNVDLIEMLIEFGGNIYARDNRGKKPSDYTWSSSAPAKCFEYYEKTPLSLSQLCRVSLRKATGVRGLEKVAKLNIPPRLIDYLSYN. Result: 0 (no interaction). (3) The miRNA is hsa-miR-5579-3p with sequence UUAGCUUAAGGAGUACCAGAUC. The protein sequence of the target gene is MNVTKDENPRSRSQDLHLFHAWMMLIMTVLFLPVTETSKQNIPRLKLTYKDLLLSNTCIPFLGSSEGLDFQTLLLDEERGILLLGAKDHVFLLSLVDLNKNFKKIYWPAAKERVELCKLAGKDANAECANFIRVLQPYNKTHVYVCGTGAFHPLCGYIDLGANKEELIFKLDTHNLESGRLKCPFDPQQPFASVMTDEHLYSGTASDFLGKDTAFTRSLGLMQDHHSIRTDISEHHWLNGAKFIGTFPIPDTYNPDDDKIYFFFRESSQEGSTSDRSILSRVGRVCKNDVGGQRSLINKW.... Result: 0 (no interaction). (4) The miRNA is hsa-miR-6818-3p with sequence UUGUCUCUUGUUCCUCACACAG. The protein sequence of the target gene is MPSWALFMVTSCLLLAPQNLAQVSSQDVSLLASDSEPLKCFSRTFEDLTCFWDEEEAAPSGTYQLLYAYPREKPRACPLSSQSMPHFGTRYVCQFPDQEEVRLFFPLHLWVKNVFLNQTRTQRVLFVDSVGLPAPPSIIKAMGGSQPGELQISWEEPAPEISDFLRYELRYGPRDPKNSTGPTVIQLIATETCCPALQRPHSASALDQSPCAQPTMPWQDGPKQTSPSREASALTAEGGSCLISGLQPGNSYWLQLRSEPDGISLGGSWGSWSLPVTVDLPGDAVALGLQCFTLDLKNVT.... Result: 0 (no interaction). (5) The miRNA is hsa-miR-4775 with sequence UUAAUUUUUUGUUUCGGUCACU. The protein sequence of the target gene is MVLSVPVIALGATLGTATSILALCGVTCLCRHMHPKKGLLPRDQDPDLEKAKPSLLGSAQQFNVKKSTEPVQPRALLKFPDIYGPRPAVTAPEVINYADYSLRSTEEPTAPASPQPPNDSRLKRQVTEELFILPQNGVVEDVCVMETWNPEKAASWNQAPKLHYCLDYDCQKAELFVTRLEAVTSNHDGGCDCYVQGSVANRTGSVEAQTALKKRQLHTTWEEGLVLPLAEEELPTATLTLTLRTCDRFSRHSVAGELRLGLDGTSVPLGAAQWGELKTSAKEPSAGAGEVLLSISYLPA.... Result: 1 (interaction). (6) The miRNA is mmu-miR-148b-3p with sequence UCAGUGCAUCACAGAACUUUGU. The protein sequence of the target gene is MSSGLRAADFPRWKRHIAEELRRRDRLQRQAFEEIILQYTKLLEKSDLHSVLTQKLQAEKHDMPNRHEISPGHDGAWNDSQLQEMAQLRIKHQEELTELHKKRGELAQLVIDLNNQMQQKDKEIQMNEAKISEYLQTISDLETNCLDLRTKLQDLEVANQTLKDEYDALQITFTALEEKLRKTTEENQELVTRWMAEKAQEANRLNAENEKDSRRRQARLQKELAEAAKEPLPVEQDDDIEVIVDETSDHTEETSPVRAVSRAATKRLSQPAGGLLDSITNIFGRRSVSSIPVPQDIMDT.... Result: 0 (no interaction). (7) The miRNA is hsa-miR-3973 with sequence ACAAAGUACAGCAUUAGCCUUAG. The protein sequence of the target gene is MGSPRAARPPLLLRPVKLLRRRFRLLLALAVVSVGLWTLYLELVASAQVGGNPLNRRYGSWRELAKALASRNIPAVDPHLQFYHPQRLSLEDHDIDQGVSSNSSYLKWNKPVPWLSEFRGRANLHVFEDWCGSSIQQLRRNLHFPLYPHIRTTLRKLAVSPKWTNYGLRIFGYLHPFTDGKIQFAIAADDNAEFWLSLDDQVSGLQLLASVGKTGKEWTAPGEFGKFRSQISKPVSLSASHRYYFEVLHKQNEEGTDHVEVAWRRNDPGAKFTIIDSLSLSLFTNETFLQMDEVGHIPQT.... Result: 1 (interaction). (8) The miRNA is hsa-miR-1281 with sequence UCGCCUCCUCCUCUCCC. The protein sequence of the target gene is MSSSYYVNALFSKYTAGASLFQNAEPTSCSFAPNSQRSGYGPGAGAFASTVPGLYNVNSPLYQSPFASGYGLGADAYNLPCASYDQNIPGLCSDLAKGACDKADEGVLHGPAEASFRIYPWMRSSGPDRKRGRQTYTRYQTLELEKEFHFNRYLTRRRRIEIAHALCLTERQIKIWFQNRRMKWKKEHKDESQAPTAAPEDAVPSVSTAADKADEEEEEEEEEEEEEEE. Result: 0 (no interaction). (9) The miRNA is hsa-miR-186-5p with sequence CAAAGAAUUCUCCUUUUGGGCU. The protein sequence of the target gene is MAGCTRKLTHLRKRIHRPRRRTTRRWKRWFKFRKRKGEKRPRPNHKAVARRAKLKFSTSEKLHWPEQELAKKSILNAEDSLIIDNKRSISHLSSGVLKDIFTTGTSSYNVLLQSKEEKKYHSQKQSSSTYSKRCRKPSKSPNTSRSKDPRRMKALVPVTSSGTWYCLERRPAVFVTSSVSSPVKFTHDISVTGNGIVLPPKPKSKVKWCHFSTLPKPKPQLSRSFEKGDDFSGKKFCILTAIKPTNLEKEKLRFFKSDYTYNPQFEYANPALPSVLAKHSHASDRFLKQIVVHLTEDLLS.... Result: 1 (interaction).